Dataset: Full USPTO retrosynthesis dataset with 1.9M reactions from patents (1976-2016). Task: Predict the reactants needed to synthesize the given product. (1) Given the product [CH2:1]([O:3][C:4]([C@@H:6]1[CH2:11][CH2:10][CH2:9][CH2:8][C@@H:7]1[N:12]([CH2:13][CH2:14][C:15]([CH3:17])([CH3:16])[CH3:18])[C:35](=[O:36])[CH2:34][C:29]1[NH:28][C:27]2[CH:38]=[CH:39][C:24]([NH:23][S:20]([CH3:19])(=[O:22])=[O:21])=[CH:25][C:26]=2[S:31](=[O:32])(=[O:33])[N:30]=1)=[O:5])[CH3:2], predict the reactants needed to synthesize it. The reactants are: [CH2:1]([O:3][C:4]([C@@H:6]1[CH2:11][CH2:10][CH2:9][CH2:8][C@@H:7]1[NH:12][CH2:13][CH2:14][C:15]([CH3:18])([CH3:17])[CH3:16])=[O:5])[CH3:2].[CH3:19][S:20]([NH:23][C:24]1[CH:39]=[CH:38][C:27]2[NH:28][C:29]([CH2:34][C:35](O)=[O:36])=[N:30][S:31](=[O:33])(=[O:32])[C:26]=2[CH:25]=1)(=[O:22])=[O:21].C1(N=C=NC2CCCCC2)CCCCC1. (2) The reactants are: C(C(CC)CNCC1SC(C2C=C3C(=C(C(N)=O)C=2)NC=C3C2CCN(S(CC)(=O)=O)CC2)=CC=1)C.[CH:37]([C:39]1[S:43][C:42]([B:44]([OH:46])[OH:45])=[CH:41][CH:40]=1)=O.[CH2:47]([O:50][CH2:51][CH2:52][CH2:53][NH2:54])[CH2:48][CH3:49].[BH3-]C#N.[Na+]. Given the product [CH2:47]([O:50][CH2:51][CH2:52][CH2:53][NH:54][CH2:37][C:39]1[S:43][C:42]([B:44]([OH:46])[OH:45])=[CH:41][CH:40]=1)[CH2:48][CH3:49], predict the reactants needed to synthesize it.